From a dataset of Reaction yield outcomes from USPTO patents with 853,638 reactions. Predict the reaction yield, written as a fraction of the theoretical maximum amount of product (1.0 means a 100% yield; for example, 0.34 means a 34% yield). The yield is 0.640. The catalyst is C1COCC1. The product is [CH2:10]([C:3]([CH2:1][CH3:2])([C:7]([O:9][CH2:14][CH2:15][CH2:16][CH2:17][CH2:18][CH2:19][CH2:20][CH3:21])=[O:8])[C:4]([O:6][CH2:14][CH2:15][CH2:16][CH2:17][CH2:18][CH2:19][CH2:20][CH3:21])=[O:5])[CH3:11]. The reactants are [CH2:1]([C:3]([CH2:10][CH3:11])([C:7]([O-:9])=[O:8])[C:4]([O-:6])=[O:5])[CH3:2].[H-].[Na+].[CH2:14](Br)[CH2:15][CH2:16][CH2:17][CH2:18][CH2:19][CH2:20][CH3:21].